This data is from Forward reaction prediction with 1.9M reactions from USPTO patents (1976-2016). The task is: Predict the product of the given reaction. (1) Given the reactants [NH2:1][C:2]1[CH:3]=[CH:4][C:5]([F:25])=[C:6]([C:8]2[N:9]=[C:10]3[N:15]=[CH:14][C:13]([NH:16][C:17](=[O:23])[O:18][C:19]([CH3:22])([CH3:21])[CH3:20])=[CH:12][N:11]3[CH:24]=2)[CH:7]=1.[CH:26]([O-])=[O:27].[NH4+].C(#N)C.CS(C)=O, predict the reaction product. The product is: [F:25][C:5]1[CH:4]=[CH:3][C:2]([NH:1][CH:26]=[O:27])=[CH:7][C:6]=1[C:8]1[N:9]=[C:10]2[N:15]=[CH:14][C:13]([NH:16][C:17](=[O:23])[O:18][C:19]([CH3:21])([CH3:22])[CH3:20])=[CH:12][N:11]2[CH:24]=1. (2) Given the reactants [Br:1][C:2]1[CH:7]=[CH:6][C:5]2[C:8]3[CH2:13][CH2:12][N:11]([C:14](OC(C)(C)C)=O)[CH2:10][C:9]=3[S:21][C:4]=2[CH:3]=1.Cl.C([O-])([O-])=O.[K+].[K+].BrC[CH2:31][F:32].C([O-])(O)=O.[Na+], predict the reaction product. The product is: [Br:1][C:2]1[CH:7]=[CH:6][C:5]2[C:8]3[CH2:13][CH2:12][N:11]([CH2:14][CH2:31][F:32])[CH2:10][C:9]=3[S:21][C:4]=2[CH:3]=1. (3) Given the reactants O[C:2]1[CH:10]=[CH:9][CH:8]=[C:7]2[C:3]=1[CH2:4][NH:5][C:6]2=[O:11].[N+](C1C=C(C=CC=1)C(Cl)=O)([O-])=O, predict the reaction product. The product is: [C:6]1(=[O:11])[C:7]2[C:3](=[CH:2][CH:10]=[CH:9][CH:8]=2)[CH2:4][NH:5]1. (4) Given the reactants [CH2:1]([O:3][C:4]([N:6]1[CH2:28][CH2:27][C:10]2[C:11]3[C:12](Cl)([C:20]4[CH:25]=[CH:24][CH:23]=[CH:22][CH:21]=4)[C:13]([F:19])([F:18])[CH2:14][C:15]=3[CH:16]=[CH:17][C:9]=2[CH2:8][CH2:7]1)=[O:5])[CH3:2].[H][H], predict the reaction product. The product is: [CH2:1]([O:3][C:4]([N:6]1[CH2:28][CH2:27][C:10]2[C:11]3[CH:12]([C:20]4[CH:25]=[CH:24][CH:23]=[CH:22][CH:21]=4)[C:13]([F:19])([F:18])[CH2:14][C:15]=3[CH:16]=[CH:17][C:9]=2[CH2:8][CH2:7]1)=[O:5])[CH3:2]. (5) Given the reactants [H-].[Na+].[C:3]([CH2:5][C:6]([O:8][CH3:9])=[O:7])#[N:4].[H][H].Cl[C:13]1[CH:18]=[C:17]([S:19][CH3:20])[N:16]=[CH:15][N:14]=1, predict the reaction product. The product is: [CH3:9][O:8][C:6](=[O:7])[CH:5]([C:3]#[N:4])[C:13]1[CH:18]=[C:17]([S:19][CH3:20])[N:16]=[CH:15][N:14]=1. (6) Given the reactants [Cl:1][C:2]1[C:7]([OH:8])=[CH:6][C:5]([N:9]2[C:14](=[O:15])[CH:13]=[C:12]([C:16]([F:19])([F:18])[F:17])[NH:11][C:10]2=[O:20])=[C:4]([F:21])[CH:3]=1.[N+:22]([O-])([OH:24])=[O:23], predict the reaction product. The product is: [Cl:1][C:2]1[CH:3]=[C:4]([F:21])[C:5]([N:9]2[C:14](=[O:15])[CH:13]=[C:12]([C:16]([F:18])([F:17])[F:19])[NH:11][C:10]2=[O:20])=[C:6]([N+:22]([O-:24])=[O:23])[C:7]=1[OH:8]. (7) Given the reactants [NH2:1][C:2]1[CH:30]=[CH:29][C:5]([O:6][C:7]2[CH:12]=[CH:11][N:10]=[C:9]([NH:13][C:14]([N:16]3[CH2:21][CH2:20][N:19]([CH:22]4[CH2:27][CH2:26][N:25]([CH3:28])[CH2:24][CH2:23]4)[CH2:18][CH2:17]3)=[O:15])[CH:8]=2)=[C:4]([F:31])[CH:3]=1.[C:32]1([CH2:38][C:39]([N:41]=[C:42]=[O:43])=[O:40])[CH:37]=[CH:36][CH:35]=[CH:34][CH:33]=1, predict the reaction product. The product is: [F:31][C:4]1[CH:3]=[C:2]([NH:1][C:42]([NH:41][C:39](=[O:40])[CH2:38][C:32]2[CH:33]=[CH:34][CH:35]=[CH:36][CH:37]=2)=[O:43])[CH:30]=[CH:29][C:5]=1[O:6][C:7]1[CH:12]=[CH:11][N:10]=[C:9]([NH:13][C:14]([N:16]2[CH2:21][CH2:20][N:19]([CH:22]3[CH2:27][CH2:26][N:25]([CH3:28])[CH2:24][CH2:23]3)[CH2:18][CH2:17]2)=[O:15])[CH:8]=1. (8) Given the reactants [Cl:1][C:2]1[CH:7]=[CH:6][C:5]([C:8]2[CH:13]=[C:12]([C:14]([F:17])([F:16])[F:15])[N:11]3[N:18]=[CH:19][C:20]([C:21](O)=[O:22])=[C:10]3[N:9]=2)=[CH:4][CH:3]=1.[S:24]([C:28]1[CH:29]=[C:30]([NH2:34])[CH:31]=[CH:32][CH:33]=1)(=[O:27])(=[O:26])[NH2:25], predict the reaction product. The product is: [S:24]([C:28]1[CH:29]=[C:30]([NH:34][C:21]([C:20]2[CH:19]=[N:18][N:11]3[C:12]([C:14]([F:17])([F:16])[F:15])=[CH:13][C:8]([C:5]4[CH:6]=[CH:7][C:2]([Cl:1])=[CH:3][CH:4]=4)=[N:9][C:10]=23)=[O:22])[CH:31]=[CH:32][CH:33]=1)(=[O:26])(=[O:27])[NH2:25]. (9) Given the reactants [Br:1][C:2]1[CH:11]=[CH:10][C:5]([C:6]([NH:8][CH3:9])=[O:7])=[C:4]([NH:12][C:13](=O)[CH2:14][CH2:15][O:16][CH3:17])[CH:3]=1.[OH-].[Na+].O1CCOCC1, predict the reaction product. The product is: [Br:1][C:2]1[CH:3]=[C:4]2[C:5]([C:6](=[O:7])[N:8]([CH3:9])[C:13]([CH2:14][CH2:15][O:16][CH3:17])=[N:12]2)=[CH:10][CH:11]=1.